From a dataset of Full USPTO retrosynthesis dataset with 1.9M reactions from patents (1976-2016). Predict the reactants needed to synthesize the given product. Given the product [CH2:27]([NH:29][C:4]([C:6]1[N:11]2[N:12]=[C:13]([NH:15][C:16]([NH:18][CH2:19][CH3:20])=[O:17])[N:14]=[C:10]2[CH:9]=[C:8]([C:21]2[CH:22]=[N:23][CH:24]=[N:25][CH:26]=2)[CH:7]=1)=[O:3])[CH3:28], predict the reactants needed to synthesize it. The reactants are: C([O:3][C:4]([C:6]1[N:11]2[N:12]=[C:13]([NH:15][C:16]([NH:18][CH2:19][CH3:20])=[O:17])[N:14]=[C:10]2[CH:9]=[C:8]([C:21]2[CH:22]=[N:23][CH:24]=[N:25][CH:26]=2)[CH:7]=1)=O)C.[CH2:27]([NH2:29])[CH3:28].